The task is: Regression. Given two drug SMILES strings and cell line genomic features, predict the synergy score measuring deviation from expected non-interaction effect.. This data is from NCI-60 drug combinations with 297,098 pairs across 59 cell lines. Drug 1: C1CCC(C1)C(CC#N)N2C=C(C=N2)C3=C4C=CNC4=NC=N3. Drug 2: C1CN1P(=S)(N2CC2)N3CC3. Cell line: HCC-2998. Synergy scores: CSS=6.81, Synergy_ZIP=-2.85, Synergy_Bliss=-7.42, Synergy_Loewe=-17.4, Synergy_HSA=-11.3.